From a dataset of Full USPTO retrosynthesis dataset with 1.9M reactions from patents (1976-2016). Predict the reactants needed to synthesize the given product. (1) The reactants are: [CH2:1]([NH:3][C:4]1[N:5]=[CH:6][C:7]2[C:16](=[O:17])[N:15]([CH2:18][CH:19]3[CH2:24][CH2:23][NH:22][CH2:21][CH2:20]3)[CH2:14][C@H:13]3[N:9]([CH2:10][CH2:11][CH2:12]3)[C:8]=2[N:25]=1)[CH3:2].Br[C:27]1[CH:28]=[N:29][CH:30]=[N:31][CH:32]=1.C1(P(C2CCCCC2)C2C=CC=CC=2C2C=CC=CC=2N(C)C)CCCCC1.CC(C)([O-])C.[Na+]. Given the product [CH2:1]([NH:3][C:4]1[N:5]=[CH:6][C:7]2[C:16](=[O:17])[N:15]([CH2:18][CH:19]3[CH2:20][CH2:21][N:22]([C:27]4[CH:28]=[N:29][CH:30]=[N:31][CH:32]=4)[CH2:23][CH2:24]3)[CH2:14][C@H:13]3[N:9]([CH2:10][CH2:11][CH2:12]3)[C:8]=2[N:25]=1)[CH3:2], predict the reactants needed to synthesize it. (2) Given the product [Cl:1][C:2]1[CH:10]=[CH:9][C:8]2[N:7]([CH2:24][C:22]([C:25]3[CH:26]=[CH:27][C:28]([F:31])=[CH:29][CH:30]=3)([OH:23])[CH2:18][CH2:19][CH2:20][CH3:21])[C:6]3[CH2:11][CH2:12][N:13]([CH3:15])[CH2:14][C:5]=3[C:4]=2[CH:3]=1, predict the reactants needed to synthesize it. The reactants are: [Cl:1][C:2]1[CH:10]=[CH:9][C:8]2[NH:7][C:6]3[CH2:11][CH2:12][N:13]([CH3:15])[CH2:14][C:5]=3[C:4]=2[CH:3]=1.[H-].[Na+].[CH2:18]([C:22]1([C:25]2[CH:30]=[CH:29][C:28]([F:31])=[CH:27][CH:26]=2)[CH2:24][O:23]1)[CH2:19][CH2:20][CH3:21]. (3) Given the product [NH2:12][CH2:2][C:3]1[CH:7]=[CH:6][S:5][C:4]=1[C:8]([O:10][CH3:11])=[O:9], predict the reactants needed to synthesize it. The reactants are: Br[CH2:2][C:3]1[CH:7]=[CH:6][S:5][C:4]=1[C:8]([O:10][CH3:11])=[O:9].[NH3:12].CO. (4) Given the product [CH3:15][O:14][N:13]=[C:11]1[CH2:12][N:8]([C:6]([C:29]2[CH:28]=[CH:27][C:26]([C:21]3[CH:22]=[CH:23][CH:24]=[CH:25][C:20]=3[CH3:19])=[CH:31][CH:30]=2)=[O:7])[C@H:9]([C:16]([NH2:35])=[O:18])[CH2:10]1, predict the reactants needed to synthesize it. The reactants are: C(O[C:6]([N:8]1[CH2:12][C:11](=[N:13][O:14][CH3:15])[CH2:10][C@H:9]1[C:16]([OH:18])=O)=[O:7])(C)(C)C.[CH3:19][C:20]1[CH:25]=[CH:24][CH:23]=[CH:22][C:21]=1[C:26]1[C:27](C(O)=O)=[CH:28][CH:29]=[CH:30][CH:31]=1.[NH3:35]. (5) Given the product [N:33]([CH:9]([C:8]([C:4]1[CH:5]=[CH:6][CH:7]=[C:2]([Br:1])[CH:3]=1)([CH3:20])[CH2:12][C:13]1[CH:18]=[CH:17][C:16]([Cl:19])=[CH:15][CH:14]=1)[CH3:10])=[N+:34]=[N-:35], predict the reactants needed to synthesize it. The reactants are: [Br:1][C:2]1[CH:3]=[C:4]([C:8]([CH3:20])([CH2:12][C:13]2[CH:18]=[CH:17][C:16]([Cl:19])=[CH:15][CH:14]=2)[CH:9](O)[CH3:10])[CH:5]=[CH:6][CH:7]=1.C(N(CC)CC)C.CS(Cl)(=O)=O.[N-:33]=[N+:34]=[N-:35].[Na+]. (6) Given the product [CH2:1]([O:3][C:4]([C:5]1[N:8]=[C:15]([CH3:16])[O:7][N:6]=1)([O:10][CH2:11][CH3:12])[CH3:9])[CH3:2], predict the reactants needed to synthesize it. The reactants are: [CH2:1]([O:3][C:4]([O:10][CH2:11][CH3:12])([CH3:9])[C:5]([NH2:8])=[N:6][OH:7])[CH3:2].CO[C:15](OC)(N(C)C)[CH3:16].C(OCC)(=O)C.